Predict which catalyst facilitates the given reaction. From a dataset of Catalyst prediction with 721,799 reactions and 888 catalyst types from USPTO. (1) Reactant: [NH2:1][C:2]1[CH:3]=[C:4]([N:11]2[CH:15]=[CH:14][C:13]([CH:16]=[O:17])=[CH:12]2)[CH:5]=[CH:6][C:7]=1[N+:8]([O-:10])=[O:9].[BH4-].[Na+]. Product: [NH2:1][C:2]1[CH:3]=[C:4]([N:11]2[CH:15]=[CH:14][C:13]([CH2:16][OH:17])=[CH:12]2)[CH:5]=[CH:6][C:7]=1[N+:8]([O-:10])=[O:9]. The catalyst class is: 14. (2) Reactant: Cl[C:2]1[N:11]=[C:10]([CH3:12])[C:9]([N+:13]([O-])=O)=[CH:8][C:3]=1[C:4]([O:6][CH3:7])=[O:5].C(N(CC)CC)C. Product: [NH2:13][C:9]1[C:10]([CH3:12])=[N:11][CH:2]=[C:3]([CH:8]=1)[C:4]([O:6][CH3:7])=[O:5]. The catalyst class is: 19.